Dataset: Reaction yield outcomes from USPTO patents with 853,638 reactions. Task: Predict the reaction yield, written as a fraction of the theoretical maximum amount of product (1.0 means a 100% yield; for example, 0.34 means a 34% yield). (1) The reactants are [F:1][C:2]1[CH:9]=[CH:8][C:5]([CH2:6][NH2:7])=[CH:4][CH:3]=1.CN(C(ON1N=NC2C=CC=NC1=2)=[N+](C)C)C.F[P-](F)(F)(F)(F)F.CCN(CC)CC.[CH3:41][O:42][C:43]1[C:52]([C:53](O)=[O:54])=[C:51]([CH3:56])[C:50]2[C:45](=[CH:46][C:47]([C:57]([F:60])([F:59])[F:58])=[CH:48][CH:49]=2)[N:44]=1. The catalyst is C1COCC1.CCOC(C)=O. The product is [F:1][C:2]1[CH:9]=[CH:8][C:5]([CH2:6][NH:7][C:53]([C:52]2[C:43]([O:42][CH3:41])=[N:44][C:45]3[C:50]([C:51]=2[CH3:56])=[CH:49][CH:48]=[C:47]([C:57]([F:59])([F:60])[F:58])[CH:46]=3)=[O:54])=[CH:4][CH:3]=1. The yield is 0.590. (2) The reactants are C12BC(CCC1)CCC2.[CH2:10]([N:17]1[CH2:22][CH2:21][N:20]([CH2:23][C:24]2[CH:29]=[CH:28][CH:27]=[CH:26][CH:25]=2)[CH2:19][C@@H:18]1[CH:30]=[CH2:31])[C:11]1[CH:16]=[CH:15][CH:14]=[CH:13][CH:12]=1.C1(P(C2C=CC=CC=2)C2C=CC=CC=2)C=CC=CC=1.Br[C:52]1[CH:57]=[CH:56][CH:55]=[CH:54][N:53]=1.[OH-].[Na+]. The catalyst is Cl.[Pd].C1(P(C2C=CC=CC=2)C2C=CC=CC=2)C=CC=CC=1.C1(P(C2C=CC=CC=2)C2C=CC=CC=2)C=CC=CC=1.C1(P(C2C=CC=CC=2)C2C=CC=CC=2)C=CC=CC=1.C1(P(C2C=CC=CC=2)C2C=CC=CC=2)C=CC=CC=1. The product is [CH2:10]([N:17]1[CH2:22][CH2:21][N:20]([CH2:23][C:24]2[CH:29]=[CH:28][CH:27]=[CH:26][CH:25]=2)[CH2:19][C@@H:18]1[CH2:30][CH2:31][C:52]1[CH:57]=[CH:56][CH:55]=[CH:54][N:53]=1)[C:11]1[CH:12]=[CH:13][CH:14]=[CH:15][CH:16]=1. The yield is 0.790. (3) The reactants are C[O:2][C:3]([C:5]1[S:6][C:7]([C:39]2[CH:44]=[CH:43][CH:42]=[CH:41][CH:40]=2)=[CH:8][C:9]=1[N:10]([CH:23]([C:30]1[O:34][C:33]2[CH:35]=[CH:36][CH:37]=[CH:38][C:32]=2[CH:31]=1)[C:24]1[CH:29]=[CH:28][CH:27]=[CH:26][CH:25]=1)[S:11]([C:14]1[CH:19]=[C:18]([CH3:20])[C:17]([Cl:21])=[CH:16][C:15]=1[CH3:22])(=[O:13])=[O:12])=[O:4].O[Li].O. The catalyst is C1COCC1.CO.O. The product is [O:34]1[C:33]2[CH:35]=[CH:36][CH:37]=[CH:38][C:32]=2[CH:31]=[C:30]1[CH:23]([N:10]([S:11]([C:14]1[CH:19]=[C:18]([CH3:20])[C:17]([Cl:21])=[CH:16][C:15]=1[CH3:22])(=[O:12])=[O:13])[C:9]1[CH:8]=[C:7]([C:39]2[CH:40]=[CH:41][CH:42]=[CH:43][CH:44]=2)[S:6][C:5]=1[C:3]([OH:4])=[O:2])[C:24]1[CH:25]=[CH:26][CH:27]=[CH:28][CH:29]=1. The yield is 0.700. (4) The reactants are Cl[C:2]1[N:7]=[C:6]([NH2:8])[CH:5]=[CH:4][N:3]=1.[CH3:9][C:10]1([OH:16])[CH2:15][CH2:14][NH:13][CH2:12][CH2:11]1.C(=O)([O-])[O-].[K+].[K+]. The catalyst is CS(C)=O.O. The product is [NH2:8][C:6]1[CH:5]=[CH:4][N:3]=[C:2]([N:13]2[CH2:14][CH2:15][C:10]([CH3:9])([OH:16])[CH2:11][CH2:12]2)[N:7]=1. The yield is 0.590.